This data is from Forward reaction prediction with 1.9M reactions from USPTO patents (1976-2016). The task is: Predict the product of the given reaction. (1) Given the reactants [NH2:1][C@H:2]([C:4]1[N:9]([C:10]2[CH:15]=[CH:14][CH:13]=[CH:12][CH:11]=2)[C:8](=[O:16])[C:7]2=[C:17]([S:20][C:21]3[CH:26]=[CH:25][CH:24]=[CH:23][C:22]=3[OH:27])[CH:18]=[CH:19][N:6]2[N:5]=1)[CH3:3].[NH2:28][C:29]1[C:34]([C:35]#[N:36])=[C:33](Cl)[N:32]=[CH:31][N:30]=1.C(N(CC)C(C)C)(C)C, predict the reaction product. The product is: [NH2:28][C:29]1[C:34]([C:35]#[N:36])=[C:33]([NH:1][C@H:2]([C:4]2[N:9]([C:10]3[CH:15]=[CH:14][CH:13]=[CH:12][CH:11]=3)[C:8](=[O:16])[C:7]3=[C:17]([S:20][C:21]4[CH:26]=[CH:25][CH:24]=[CH:23][C:22]=4[OH:27])[CH:18]=[CH:19][N:6]3[N:5]=2)[CH3:3])[N:32]=[CH:31][N:30]=1. (2) Given the reactants [Cl:1][C:2]1[CH:7]=[CH:6][CH:5]=[CH:4][C:3]=1[S:8]([N:11]([C:27]1[CH:32]=[CH:31][C:30]([O:33][CH2:34][CH2:35][N:36]2[CH2:40][CH2:39][CH2:38][CH2:37]2)=[CH:29][CH:28]=1)[CH:12]([C:14]1[CH:19]=[CH:18][C:17]([O:20]C2CCCCO2)=[CH:16][CH:15]=1)[CH3:13])(=[O:10])=[O:9].Cl, predict the reaction product. The product is: [Cl:1][C:2]1[CH:7]=[CH:6][CH:5]=[CH:4][C:3]=1[S:8]([N:11]([CH:12]([C:14]1[CH:15]=[CH:16][C:17]([OH:20])=[CH:18][CH:19]=1)[CH3:13])[C:27]1[CH:28]=[CH:29][C:30]([O:33][CH2:34][CH2:35][N:36]2[CH2:40][CH2:39][CH2:38][CH2:37]2)=[CH:31][CH:32]=1)(=[O:9])=[O:10]. (3) Given the reactants [Cl-].[CH3:2][O:3][C:4]1[CH:5]=[C:6]2[C:11](=[CH:12][CH:13]=1)[O:10][CH2:9][CH:8]([NH3+:14])[C:7]2=[O:15].C(N(C(C)C)CC)(C)C.[C:25]([O:28][CH2:29][CH3:30])(=[O:27])C, predict the reaction product. The product is: [CH3:2][O:3][C:4]1[CH:5]=[C:6]2[C:11](=[CH:12][CH:13]=1)[O:10][CH2:9][CH:8]([NH:14][C:25](=[O:27])[O:28][CH2:29][CH3:30])[C:7]2=[O:15]. (4) Given the reactants [CH:1]([C:4]1[C:8]([O:9][C:10]2[CH:11]=[C:12]([CH:15]=[C:16]([CH3:18])[CH:17]=2)[C:13]#[N:14])=[C:7]([CH3:19])[NH:6][N:5]=1)([CH3:3])[CH3:2].Cl.Cl[CH2:22][CH2:23][NH2:24], predict the reaction product. The product is: [NH3:5].[NH2:24][CH2:23][CH2:22][N:6]1[C:7]([CH3:19])=[C:8]([O:9][C:10]2[CH:11]=[C:12]([CH:15]=[C:16]([CH3:18])[CH:17]=2)[C:13]#[N:14])[C:4]([CH:1]([CH3:3])[CH3:2])=[N:5]1. (5) Given the reactants [NH2:1][C@H:2]([C:6]([NH:8][C@H:9]([C:17]([NH:19][C:20]1[CH:25]=[CH:24][C:23]([CH2:26][O:27][C:28](=[O:70])[NH:29][CH2:30][CH2:31][NH:32][C:33](=[O:69])[CH2:34][C@H:35]2[O:42][C@H:41](/[CH:43]=[CH:44]/[C:45](/[CH3:67])=[CH:46]/[CH2:47][C@H:48]3[C@@H:53]([CH3:54])[CH2:52][C@@H:51]([NH:55][C:56](=[O:65])/[CH:57]=[CH:58]\[C@@H:59]([O:61][C:62](=[O:64])[CH3:63])[CH3:60])[C@@H:50]([CH3:66])[O:49]3)[C@@H:40]([OH:68])[C@@:37]3([O:39][CH2:38]3)[CH2:36]2)=[CH:22][CH:21]=1)=[O:18])[CH2:10][CH2:11][CH2:12][NH:13][C:14](=[O:16])[NH2:15])=[O:7])[CH:3]([CH3:5])[CH3:4].C(N(CC)C(C)C)(C)C.[Br:80][CH2:81][C:82](=[O:118])[NH:83][CH2:84][CH2:85][O:86][CH2:87][CH2:88][O:89][CH2:90][CH2:91][O:92][CH2:93][CH2:94][O:95][CH2:96][CH2:97][O:98][CH2:99][CH2:100][O:101][CH2:102][CH2:103][C:104](OC1C(F)=C(F)C(F)=C(F)C=1F)=[O:105], predict the reaction product. The product is: [Br:80][CH2:81][C:82](=[O:118])[NH:83][CH2:84][CH2:85][O:86][CH2:87][CH2:88][O:89][CH2:90][CH2:91][O:92][CH2:93][CH2:94][O:95][CH2:96][CH2:97][O:98][CH2:99][CH2:100][O:101][CH2:102][CH2:103][C:104]([NH:1][C@H:2]([C:6]([NH:8][C@H:9]([C:17]([NH:19][C:20]1[CH:21]=[CH:22][C:23]([CH2:26][O:27][C:28](=[O:70])[NH:29][CH2:30][CH2:31][NH:32][C:33](=[O:69])[CH2:34][C@H:35]2[O:42][C@H:41](/[CH:43]=[CH:44]/[C:45](/[CH3:67])=[CH:46]/[CH2:47][C@H:48]3[C@@H:53]([CH3:54])[CH2:52][C@@H:51]([NH:55][C:56](=[O:65])/[CH:57]=[CH:58]\[C@@H:59]([O:61][C:62](=[O:64])[CH3:63])[CH3:60])[C@@H:50]([CH3:66])[O:49]3)[C@@H:40]([OH:68])[C@@:37]3([O:39][CH2:38]3)[CH2:36]2)=[CH:24][CH:25]=1)=[O:18])[CH2:10][CH2:11][CH2:12][NH:13][C:14](=[O:16])[NH2:15])=[O:7])[CH:3]([CH3:5])[CH3:4])=[O:105]. (6) Given the reactants [C:1]([CH:4](OS(C1C=CC(C)=CC=1)(=O)=O)[C:5]1[CH:10]=[CH:9][CH:8]=[CH:7][CH:6]=1)(=[O:3])[NH2:2].[Cl:22][C:23]1[C:28]([C:29]([F:32])([F:31])[F:30])=[CH:27][CH:26]=[CH:25][C:24]=1[CH2:33][CH2:34][C@H:35]1[C:44]2[C:39](=[CH:40][C:41]([O:47][CH3:48])=[C:42]([O:45][CH3:46])[CH:43]=2)[CH2:38][CH2:37][NH:36]1, predict the reaction product. The product is: [Cl:22][C:23]1[C:28]([C:29]([F:31])([F:30])[F:32])=[CH:27][CH:26]=[CH:25][C:24]=1[CH2:33][CH2:34][C@H:35]1[C:44]2[C:39](=[CH:40][C:41]([O:47][CH3:48])=[C:42]([O:45][CH3:46])[CH:43]=2)[CH2:38][CH2:37][N:36]1[C@H:4]([C:5]1[CH:6]=[CH:7][CH:8]=[CH:9][CH:10]=1)[C:1]([NH2:2])=[O:3]. (7) Given the reactants F[P-](F)(F)(F)(F)F.[N:8]1(O[P+](N2CCCC2)(N2CCCC2)N2CCCC2)[C:12]2C=CC=C[C:11]=2N=N1.C(N(CC)C(C)C)(C)C.[Cl:43][C:44]1[N:49]=[CH:48][C:47]([CH2:50][N:51]2[C:55]([CH3:56])=[CH:54][C:53](/[C:57](/[F:72])=[CH:58]/[C:59]3[CH:64]=[CH:63][C:62]([S:65][C:66]([CH3:71])([CH3:70])[C:67]([OH:69])=O)=[CH:61][CH:60]=3)=[N:52]2)=[CH:46][CH:45]=1.C(N)C, predict the reaction product. The product is: [Cl:43][C:44]1[N:49]=[CH:48][C:47]([CH2:50][N:51]2[C:55]([CH3:56])=[CH:54][C:53](/[C:57](/[F:72])=[CH:58]/[C:59]3[CH:60]=[CH:61][C:62]([S:65][C:66]([CH3:71])([CH3:70])[C:67]([NH:8][CH2:12][CH3:11])=[O:69])=[CH:63][CH:64]=3)=[N:52]2)=[CH:46][CH:45]=1. (8) Given the reactants [CH:1]1([C:4](Cl)=[O:5])[CH2:3][CH2:2]1.[NH2:7][CH:8]1[C:13](=[O:14])[N:12]2[CH:15]([CH2:23][C:24]3[CH:29]=[CH:28][C:27]([Cl:30])=[CH:26][CH:25]=3)[C:16](=[O:22])[N:17]([CH:19]([CH3:21])[CH3:20])[CH2:18][CH:11]2[N:10]([S:31]([C:34]2[CH:39]=[C:38]([Cl:40])[CH:37]=[CH:36][C:35]=2[O:41][CH3:42])(=[O:33])=[O:32])[CH2:9]1.C(N(C(C)C)CC)(C)C, predict the reaction product. The product is: [Cl:30][C:27]1[CH:28]=[CH:29][C:24]([CH2:23][CH:15]2[N:12]3[C:13](=[O:14])[CH:8]([NH:7][C:4]([CH:1]4[CH2:3][CH2:2]4)=[O:5])[CH2:9][N:10]([S:31]([C:34]4[CH:39]=[C:38]([Cl:40])[CH:37]=[CH:36][C:35]=4[O:41][CH3:42])(=[O:33])=[O:32])[CH:11]3[CH2:18][N:17]([CH:19]([CH3:21])[CH3:20])[C:16]2=[O:22])=[CH:25][CH:26]=1.